Dataset: Full USPTO retrosynthesis dataset with 1.9M reactions from patents (1976-2016). Task: Predict the reactants needed to synthesize the given product. (1) Given the product [CH:21]1([C:24]([NH:32][C:12](=[O:14])[C:9]2[CH:8]=[C:7]([O:15][CH2:16][C:17]([F:20])([F:19])[F:18])[C:6]([C:2]3([F:1])[CH2:3][CH2:4][CH2:5]3)=[CH:11][N:10]=2)([C:26]2[N:30]=[C:29]([CH3:31])[O:28][N:27]=2)[CH3:25])[CH2:23][CH2:22]1, predict the reactants needed to synthesize it. The reactants are: [F:1][C:2]1([C:6]2[C:7]([O:15][CH2:16][C:17]([F:20])([F:19])[F:18])=[CH:8][C:9]([C:12]([OH:14])=O)=[N:10][CH:11]=2)[CH2:5][CH2:4][CH2:3]1.[CH:21]1([C:24]([NH2:32])([C:26]2[N:30]=[C:29]([CH3:31])[O:28][N:27]=2)[CH3:25])[CH2:23][CH2:22]1. (2) The reactants are: [Na].[CH3:2][O:3][C:4]1[CH:5]=[CH:6][C:7]2[N:11]=[C:10]([S:12]([CH2:14][C:15]3[C:20]([CH3:21])=[C:19]([O:22][CH3:23])[C:18]([CH3:24])=[CH:17][N:16]=3)=[O:13])[NH:9][C:8]=2[CH:25]=1.[Cl-].[Mg+2:27].[Cl-]. Given the product [OH2:3].[OH2:3].[OH2:3].[OH2:3].[Mg:27].[CH3:2][O:3][C:4]1[CH:5]=[CH:6][C:7]2[N:11]=[C:10]([S@:12]([CH2:14][C:15]3[C:20]([CH3:21])=[C:19]([O:22][CH3:23])[C:18]([CH3:24])=[CH:17][N:16]=3)=[O:13])[NH:9][C:8]=2[CH:25]=1, predict the reactants needed to synthesize it.